Dataset: Reaction yield outcomes from USPTO patents with 853,638 reactions. Task: Predict the reaction yield, written as a fraction of the theoretical maximum amount of product (1.0 means a 100% yield; for example, 0.34 means a 34% yield). (1) The yield is 0.500. The reactants are CN1C2C(=CC(S(N3CCC[C@H]3COC3C=CC=CC=3)(=O)=O)=CC=2)C(=O)C1=O.[O:29]([CH2:36][C@@H:37]1[CH2:40][CH2:39][N:38]1[S:41]([C:44]1[CH:45]=[C:46]2[C:50](=[CH:51][CH:52]=1)[NH:49][C:48](=[O:53])[C:47]2=[O:54])(=[O:43])=[O:42])[C:30]1[CH:35]=[CH:34][CH:33]=[CH:32][CH:31]=1.[CH3:55][O:56][C:57]1[CH:64]=[CH:63][C:60]([CH2:61]Cl)=[CH:59][CH:58]=1. The product is [CH3:55][O:56][C:57]1[CH:64]=[CH:63][C:60]([CH2:61][N:49]2[C:50]3[C:46](=[CH:45][C:44]([S:41]([N:38]4[CH2:39][CH2:40][C@H:37]4[CH2:36][O:29][C:30]4[CH:35]=[CH:34][CH:33]=[CH:32][CH:31]=4)(=[O:43])=[O:42])=[CH:52][CH:51]=3)[C:47](=[O:54])[C:48]2=[O:53])=[CH:59][CH:58]=1. No catalyst specified. (2) The reactants are [Cl:1][C:2]1[C:3]([C:15]([NH2:17])=[O:16])=[N:4][N:5]([C:8]2[CH:13]=[C:12](I)[CH:11]=[CH:10][N:9]=2)[C:6]=1[CH3:7].[C:18]([C@:20]1([OH:27])[CH2:24][CH2:23][N:22]([CH3:25])[C:21]1=[O:26])#[CH:19]. No catalyst specified. The product is [Cl:1][C:2]1[C:3]([C:15]([NH2:17])=[O:16])=[N:4][N:5]([C:8]2[CH:13]=[C:12]([C:19]#[C:18][C@:20]3([OH:27])[CH2:24][CH2:23][N:22]([CH3:25])[C:21]3=[O:26])[CH:11]=[CH:10][N:9]=2)[C:6]=1[CH3:7]. The yield is 0.760. (3) The reactants are [CH2:1]([C:4]1[CH:9]=[CH:8][C:7]([S:10](Cl)(=[O:12])=[O:11])=[CH:6][CH:5]=1)[CH2:2][CH3:3].N1C=CC=CC=1.N#N.[NH2:22][C:23]1[CH:24]=[C:25]2[C:30](=[CH:31][CH:32]=1)[N:29]=[C:28]([CH3:33])[C:27]([CH3:34])=[N:26]2.C([O-])(O)=O.[Na+]. The catalyst is ClCCl. The product is [CH3:33][C:28]1[C:27]([CH3:34])=[N:26][C:25]2[C:30](=[CH:31][CH:32]=[C:23]([NH:22][S:10]([C:7]3[CH:8]=[CH:9][C:4]([CH2:1][CH2:2][CH3:3])=[CH:5][CH:6]=3)(=[O:12])=[O:11])[CH:24]=2)[N:29]=1. The yield is 0.900. (4) The reactants are Br[C:2]1[CH:6]=[CH:5][S:4][C:3]=1[C:7]1[S:8][CH:9]=[CH:10][CH:11]=1.C([Li])CCC.[CH3:17][C:18](=[O:28])[CH2:19][CH2:20][CH2:21][CH2:22][CH2:23][CH2:24][CH2:25][CH2:26][CH3:27]. The catalyst is C(OCC)C. The product is [S:4]1[CH:5]=[CH:6][C:2]([C:18]([OH:28])([CH2:19][CH2:20][CH2:21][CH2:22][CH2:23][CH2:24][CH2:25][CH2:26][CH3:27])[CH3:17])=[C:3]1[C:7]1[S:8][CH:9]=[CH:10][CH:11]=1. The yield is 0.640. (5) The reactants are [N+:1]([C:4]1[CH:8]=[N:7][NH:6][N:5]=1)([O-:3])=[O:2].[CH2:9]1COCC1.[H-].[Na+].IC. The catalyst is CC(C)=O. The product is [CH3:9][N:7]1[CH:8]=[C:4]([N+:1]([O-:3])=[O:2])[N:5]=[N:6]1. The yield is 0.350. (6) The reactants are [Cl:1][C:2]1[CH:3]=[C:4]2[C:9](=[C:10]([Cl:13])[C:11]=1[OH:12])[O:8][CH2:7][CH2:6][CH:5]2[C:14]([O:16][CH2:17][CH3:18])=[O:15].F[C:20]1[CH:32]=[CH:31][C:23]([C:24]([O:26][C:27]([CH3:30])([CH3:29])[CH3:28])=[O:25])=[CH:22][C:21]=1[N+:33]([O-:35])=[O:34].C([O-])([O-])=O.[K+].[K+]. The catalyst is CN1CCCC1=O. The product is [C:27]([O:26][C:24]([C:23]1[CH:31]=[CH:32][C:20]([O:12][C:11]2[C:10]([Cl:13])=[C:9]3[C:4]([CH:5]([C:14]([O:16][CH2:17][CH3:18])=[O:15])[CH2:6][CH2:7][O:8]3)=[CH:3][C:2]=2[Cl:1])=[C:21]([N+:33]([O-:35])=[O:34])[CH:22]=1)=[O:25])([CH3:30])([CH3:28])[CH3:29]. The yield is 1.04. (7) The product is [O:42]=[C:17]1[C:16]([CH2:15][C:12]2[CH:11]=[CH:10][C:9]([C:4]3[C:3]([C:1]#[N:2])=[CH:8][CH:7]=[CH:6][CH:5]=3)=[CH:14][CH:13]=2)=[C:21]([CH2:22][CH2:23][CH3:24])[N:20]2[N:25]=[CH:26][CH:27]=[C:19]2[N:18]1[C@H:28]1[CH2:33][CH2:32][C@H:31]([O:34][CH2:35][C:36](=[O:37])[CH3:43])[CH2:30][CH2:29]1. The reactants are [C:1]([C:3]1[CH:8]=[CH:7][CH:6]=[CH:5][C:4]=1[C:9]1[CH:14]=[CH:13][C:12]([CH2:15][C:16]2[C:17](=[O:42])[N:18]([C@H:28]3[CH2:33][CH2:32][C@H:31]([O:34][CH2:35][C:36](N(OC)C)=[O:37])[CH2:30][CH2:29]3)[C:19]3[N:20]([N:25]=[CH:26][CH:27]=3)[C:21]=2[CH2:22][CH2:23][CH3:24])=[CH:11][CH:10]=1)#[N:2].[CH3:43][Mg]Br.C(OCC)(=O)C. The yield is 0.940. The catalyst is O1CCCC1.